From a dataset of Catalyst prediction with 721,799 reactions and 888 catalyst types from USPTO. Predict which catalyst facilitates the given reaction. (1) Reactant: [Br:1][C:2]1[CH:3]=[N:4][C:5](I)=[N:6][CH:7]=1.[F:9][C:10]1[CH:11]=[C:12](B(O)O)[CH:13]=[CH:14][C:15]=1[O:16][CH3:17].C([O-])([O-])=O.[Na+].[Na+]. Product: [Br:1][C:2]1[CH:3]=[N:4][C:5]([C:12]2[CH:13]=[CH:14][C:15]([O:16][CH3:17])=[C:10]([F:9])[CH:11]=2)=[N:6][CH:7]=1. The catalyst class is: 669. (2) Reactant: [CH3:1][C:2]1[C:7]([NH2:8])=[CH:6][CH:5]=[C:4]([N:9]2[CH2:13][CH2:12][C@H:11]([N:14]3[CH2:18][CH2:17][CH2:16][C@@H:15]3[CH3:19])[CH2:10]2)[N:3]=1.[CH:20]1[CH:25]=[CH:24][C:23]([CH2:26][C:27](Cl)=[O:28])=[CH:22][CH:21]=1. Product: [CH3:1][C:2]1[C:7]([NH:8][C:27](=[O:28])[CH2:26][C:23]2[CH:24]=[CH:25][CH:20]=[CH:21][CH:22]=2)=[CH:6][CH:5]=[C:4]([N:9]2[CH2:13][CH2:12][C@H:11]([N:14]3[CH2:18][CH2:17][CH2:16][C@@H:15]3[CH3:19])[CH2:10]2)[N:3]=1. The catalyst class is: 272. (3) Reactant: [NH2:1][CH2:2][CH2:3][CH:4]1[CH2:9][CH2:8][N:7]([C:10](=[O:21])/[CH:11]=[CH:12]/[C:13]2[CH:18]=[C:17]([Cl:19])[CH:16]=[C:15]([Cl:20])[CH:14]=2)[CH2:6][CH2:5]1.[O:22]=[C:23]1[NH:27][CH:26]=[C:25]([C:28](O)=[O:29])[O:24]1.CCN(C(C)C)C(C)C.C(P1(=O)OP(CCC)(=O)OP(CCC)(=O)O1)CC. Product: [Cl:20][C:15]1[CH:14]=[C:13](/[CH:12]=[CH:11]/[C:10]([N:7]2[CH2:6][CH2:5][CH:4]([CH2:3][CH2:2][NH:1][C:28]([C:25]3[O:24][C:23](=[O:22])[NH:27][CH:26]=3)=[O:29])[CH2:9][CH2:8]2)=[O:21])[CH:18]=[C:17]([Cl:19])[CH:16]=1. The catalyst class is: 31. (4) The catalyst class is: 616. Reactant: [NH:1]1[C:10]2[C:5](=[CH:6][CH:7]=[CH:8][CH:9]=2)[CH2:4][CH2:3][C:2]1=[O:11].[C:12](O[C:12]([O:14][C:15]([CH3:18])([CH3:17])[CH3:16])=[O:13])([O:14][C:15]([CH3:18])([CH3:17])[CH3:16])=[O:13].CCCCCC.C(OCC)(=O)C. Product: [O:11]=[C:2]1[CH2:3][CH2:4][C:5]2[C:10](=[CH:9][CH:8]=[CH:7][CH:6]=2)[N:1]1[C:12]([O:14][C:15]([CH3:18])([CH3:17])[CH3:16])=[O:13]. (5) Reactant: [NH:1]1[C:9]2[C:4](=[CH:5][CH:6]=[CH:7][CH:8]=2)[C:3]([CH2:10][CH2:11][CH2:12][OH:13])=[CH:2]1.[S:14](Cl)([C:17]1[CH:23]=[CH:22][C:20]([CH3:21])=[CH:19][CH:18]=1)(=[O:16])=[O:15]. Product: [CH3:21][C:20]1[CH:22]=[CH:23][C:17]([S:14]([O:13][CH2:12][CH2:11][CH2:10][C:3]2[C:4]3[C:9](=[CH:8][CH:7]=[CH:6][CH:5]=3)[NH:1][CH:2]=2)(=[O:16])=[O:15])=[CH:18][CH:19]=1. The catalyst class is: 2.